Dataset: hERG Central: cardiac toxicity at 1µM, 10µM, and general inhibition. Task: Predict hERG channel inhibition at various concentrations. (1) The drug is Cc1cc(C)n2nc(C(=O)OCCOc3ccc(Br)cc3)nc2n1. Results: hERG_inhib (hERG inhibition (general)): blocker. (2) The compound is O=C(CCCSc1nc2ccccc2[nH]1)NCc1ccc(Cl)cc1. Results: hERG_inhib (hERG inhibition (general)): blocker. (3) The molecule is Cc1cccn2c(=O)c3cc(C(=O)NC4CCCC4)c(=N)n(CCCN4CCOCC4)c3nc12. Results: hERG_inhib (hERG inhibition (general)): blocker. (4) The molecule is COc1ccc(CC(=O)Nc2nc3ccccc3s2)cc1S(=O)(=O)N1CCOCC1. Results: hERG_inhib (hERG inhibition (general)): blocker. (5) The compound is O=C(NC1CC1)C1CCN(C2CCN(Cc3ccccc3C(F)(F)F)CC2)CC1. Results: hERG_inhib (hERG inhibition (general)): blocker. (6) The drug is CC(C)n1c(N2CCN(S(=O)(=O)c3cccc([N+](=O)[O-])c3)CC2)nc2ccccc21. Results: hERG_inhib (hERG inhibition (general)): blocker. (7) The molecule is CC(=O)NCCC(=O)N(Cc1ccccc1)c1nc2c(C)cccc2s1. Results: hERG_inhib (hERG inhibition (general)): blocker. (8) The compound is CC1CCCN(CCC(=O)Nc2ccc(Br)cc2)C1.Cl. Results: hERG_inhib (hERG inhibition (general)): blocker. (9) The compound is O=C(CN1CCC(NC(=O)c2ccco2)CC1)Nc1cc(Cl)ccc1Cl. Results: hERG_inhib (hERG inhibition (general)): blocker.